From a dataset of Forward reaction prediction with 1.9M reactions from USPTO patents (1976-2016). Predict the product of the given reaction. (1) Given the reactants Cl.[CH3:2][O:3][C:4]1[CH:5]=[C:6]([C:12]2[C:13]([CH3:25])([CH3:24])[C:14](=[O:23])[N:15]([CH:17]3[CH2:22][CH2:21][NH:20][CH2:19][CH2:18]3)[N:16]=2)[CH:7]=[CH:8][C:9]=1[O:10][CH3:11].C(N(CC)CC)C.[Cl:33][CH2:34][C:35](O[C:35](=[O:36])[CH2:34][Cl:33])=[O:36], predict the reaction product. The product is: [Cl:33][CH2:34][C:35]([N:20]1[CH2:21][CH2:22][CH:17]([N:15]2[C:14](=[O:23])[C:13]([CH3:25])([CH3:24])[C:12]([C:6]3[CH:7]=[CH:8][C:9]([O:10][CH3:11])=[C:4]([O:3][CH3:2])[CH:5]=3)=[N:16]2)[CH2:18][CH2:19]1)=[O:36]. (2) The product is: [C:1]([CH:3]([CH3:15])[CH2:4][C:5]1[CH:6]=[C:7]([CH:12]=[CH:13][CH:14]=1)[C:8]([O:10][CH3:11])=[O:9])#[N:2]. Given the reactants [C:1](/[C:3](/[CH3:15])=[CH:4]/[C:5]1[CH:6]=[C:7]([CH:12]=[CH:13][CH:14]=1)[C:8]([O:10][CH3:11])=[O:9])#[N:2].O1CCCC1, predict the reaction product. (3) Given the reactants [N:1]1[N:5]2[CH:6]=[CH:7][C:8]([OH:10])=[CH:9][C:4]2=[CH:3][CH:2]=1.[F:11][C:12]([F:25])([F:24])[S:13](O[S:13]([C:12]([F:25])([F:24])[F:11])(=[O:15])=[O:14])(=[O:15])=[O:14], predict the reaction product. The product is: [N:1]1[N:5]2[CH:6]=[CH:7][C:8]([O:10][S:13]([C:12]([F:25])([F:24])[F:11])(=[O:15])=[O:14])=[CH:9][C:4]2=[CH:3][CH:2]=1. (4) Given the reactants [F:1][C:2]1[CH:7]=[CH:6][C:5]([NH:8][C:9]([C:11]2([C:14]([NH:16][C:17]3[CH:22]=[CH:21][C:20]([O:23][C:24]4[C:33]5[C:28](=[CH:29][C:30]([OH:36])=[C:31]([O:34][CH3:35])[CH:32]=5)[N:27]=[CH:26][CH:25]=4)=[C:19]([F:37])[CH:18]=3)=[O:15])[CH2:13][CH2:12]2)=[O:10])=[CH:4][CH:3]=1.[CH2:38]([N:40]([CH2:44][CH3:45])[CH2:41][CH2:42]O)[CH3:39].C1C=CC(P(C2C=CC=CC=2)C2C=CC=CC=2)=CC=1.CC(OC(/N=N/C(OC(C)C)=O)=O)C, predict the reaction product. The product is: [CH2:38]([N:40]([CH2:44][CH3:45])[CH2:41][CH2:42][O:36][C:30]1[CH:29]=[C:28]2[C:33]([C:24]([O:23][C:20]3[CH:21]=[CH:22][C:17]([NH:16][C:14]([C:11]4([C:9]([NH:8][C:5]5[CH:6]=[CH:7][C:2]([F:1])=[CH:3][CH:4]=5)=[O:10])[CH2:12][CH2:13]4)=[O:15])=[CH:18][C:19]=3[F:37])=[CH:25][CH:26]=[N:27]2)=[CH:32][C:31]=1[O:34][CH3:35])[CH3:39]. (5) Given the reactants [C:1]([C:3]1[CH:11]=[CH:10][C:6]([C:7]([OH:9])=[O:8])=[CH:5][CH:4]=1)#[N:2].[C:12]1([CH3:18])[CH:17]=CC=C[CH:13]=1.C(OC(N(C)C)OC(C)(C)C)(C)(C)C, predict the reaction product. The product is: [C:12]([O:8][C:7](=[O:9])[C:6]1[CH:10]=[CH:11][C:3]([C:1]#[N:2])=[CH:4][CH:5]=1)([CH3:18])([CH3:17])[CH3:13]. (6) The product is: [N+:1]([C:4]1[CH:5]=[N:6][NH:7][C:8]=1[C:9]#[N:11])([O-:3])=[O:2]. Given the reactants [N+:1]([C:4]1[CH:5]=[N:6][NH:7][C:8]=1[C:9]([NH2:11])=O)([O-:3])=[O:2].C(Cl)(Cl)=O.O.Cl, predict the reaction product. (7) Given the reactants Br[C:2]1[CH:3]=[C:4]([Cl:8])[CH:5]=[CH:6][CH:7]=1.[N:9]1([C:15]([O:17][CH2:18][CH:19]([CH3:21])[CH3:20])=[O:16])[CH2:14][CH2:13][NH:12][CH2:11][CH2:10]1.C(O[Na])(C)(C)C.CC1(C)C2C(=C(P(C3C=CC=CC=3)C3C=CC=CC=3)C=CC=2)OC2C(P(C3C=CC=CC=3)C3C=CC=CC=3)=CC=CC1=2, predict the reaction product. The product is: [CH2:18]([O:17][C:15]([N:9]1[CH2:14][CH2:13][N:12]([C:2]2[CH:7]=[CH:6][CH:5]=[C:4]([Cl:8])[CH:3]=2)[CH2:11][CH2:10]1)=[O:16])[CH:19]([CH3:21])[CH3:20]. (8) Given the reactants [Cl:1][C:2]1[CH:3]=[C:4]([C:10]([F:13])([F:12])[F:11])[CH:5]=[C:6]([Cl:9])[C:7]=1Cl.[NH3:14], predict the reaction product. The product is: [Cl:1][C:2]1[CH:3]=[C:4]([C:10]([F:13])([F:12])[F:11])[CH:5]=[C:6]([Cl:9])[C:7]=1[NH2:14]. (9) Given the reactants [CH3:1][N:2]([CH3:6])[CH2:3][CH2:4][OH:5].[CH3:7][O:8][C:9]1[CH:14]=[CH:13][C:12]([B:15]([CH:17]([O:24][CH:25]([B:32]([C:34]2[CH:39]=[CH:38][C:37]([O:40][CH3:41])=[CH:36][CH:35]=2)[OH:33])[C:26]2[CH:31]=[CH:30][CH:29]=[CH:28][CH:27]=2)[C:18]2[CH:23]=[CH:22][CH:21]=[CH:20][CH:19]=2)O)=[CH:11][CH:10]=1, predict the reaction product. The product is: [CH3:7][O:8][C:9]1[CH:14]=[CH:13][C:12]([B:15]([CH:17]([O:24][CH:25]([B:32]([C:34]2[CH:35]=[CH:36][C:37]([O:40][CH3:41])=[CH:38][CH:39]=2)[O:33][CH2:4][CH2:3][N:2]([CH3:6])[CH3:1])[C:26]2[CH:31]=[CH:30][CH:29]=[CH:28][CH:27]=2)[C:18]2[CH:23]=[CH:22][CH:21]=[CH:20][CH:19]=2)[O:5][CH2:4][CH2:3][N:2]([CH3:6])[CH3:1])=[CH:11][CH:10]=1.